From a dataset of Forward reaction prediction with 1.9M reactions from USPTO patents (1976-2016). Predict the product of the given reaction. (1) Given the reactants OC1C=CC([C:8]2[NH:9][C:10](=O)[C:11]3[C:16]([CH:17]=2)=[CH:15][C:14](OC)=[CH:13][C:12]=3OC)=CC=1.C([Li])CCC, predict the reaction product. The product is: [CH:10]1[C:11]2[C:16](=[CH:15][CH:14]=[CH:13][CH:12]=2)[CH:17]=[CH:8][N:9]=1. (2) The product is: [C:11]([C:5]1[C:4]2[C:8](=[CH:9][CH:10]=[C:2]([B:25]([OH:26])[OH:24])[CH:3]=2)[NH:7][CH:6]=1)#[N:12]. Given the reactants Br[C:2]1[CH:3]=[C:4]2[C:8](=[CH:9][CH:10]=1)[NH:7][CH:6]=[C:5]2[C:11]#[N:12].[H-].[K+].C([Li])CCC.C([O:24][B:25](OCCCC)[O:26]CCCC)CCC, predict the reaction product. (3) Given the reactants [CH3:1][C:2]1[O:3][C:4]2[CH:10]=[CH:9][C:8]([CH2:11][NH2:12])=[CH:7][C:5]=2[N:6]=1.[CH3:13][O:14][C:15]1[CH:22]=[CH:21][CH:20]=[C:19]([O:23][CH3:24])[C:16]=1[CH:17]=O, predict the reaction product. The product is: [CH3:13][O:14][C:15]1[CH:22]=[CH:21][CH:20]=[C:19]([O:23][CH3:24])[C:16]=1[CH:17]1[N:12]([CH2:11][C:8]2[CH:9]=[CH:10][C:4]3[O:3][C:2]([CH3:1])=[N:6][C:5]=3[CH:7]=2)[C:4](=[O:3])[CH2:5][CH2:7][CH2:8]1. (4) Given the reactants [C:1]([C:3]1[NH:7][CH:6]=[C:5]([C:8]([O:10][CH2:11][CH3:12])=[O:9])[C:4]=1[C:13]1[CH:18]=[CH:17][CH:16]=[CH:15][C:14]=1[N+:19]([O-:21])=[O:20])#[N:2].[H-].[Na+].[NH2:24]OP(=O)(C1C=CC=CC=1)C1C=CC=CC=1, predict the reaction product. The product is: [NH2:24][N:7]1[C:3]([C:1]#[N:2])=[C:4]([C:13]2[CH:18]=[CH:17][CH:16]=[CH:15][C:14]=2[N+:19]([O-:21])=[O:20])[C:5]([C:8]([O:10][CH2:11][CH3:12])=[O:9])=[CH:6]1. (5) Given the reactants [N+:1]1([O-])[C:6]2[CH:7]=[CH:8][CH:9]=[CH:10][C:5]=2[N:4]=[C:3]([NH2:11])[N:2]=1.[O-]S(S([O-])=O)=O.[Na+].[Na+], predict the reaction product. The product is: [N:1]1[C:6]2[CH:7]=[CH:8][CH:9]=[CH:10][C:5]=2[N:4]=[C:3]([NH2:11])[N:2]=1. (6) Given the reactants [CH2:1]([O:8][C:9]1[CH:10]=[CH:11][C:12]([O:24][CH:25]([CH3:27])[CH3:26])=[C:13]([C:15]2[NH:23][C:18]3=[N:19][CH:20]=[CH:21][CH:22]=[C:17]3[N:16]=2)[CH:14]=1)[C:2]1[CH:7]=[CH:6][CH:5]=[CH:4][CH:3]=1.ClC1C=CC=C(C(OO)=[O:36])C=1, predict the reaction product. The product is: [CH2:1]([O:8][C:9]1[CH:10]=[CH:11][C:12]([O:24][CH:25]([CH3:27])[CH3:26])=[C:13]([C:15]2[NH:23][C:18]3=[N+:19]([O-:36])[CH:20]=[CH:21][CH:22]=[C:17]3[N:16]=2)[CH:14]=1)[C:2]1[CH:7]=[CH:6][CH:5]=[CH:4][CH:3]=1.